From a dataset of Full USPTO retrosynthesis dataset with 1.9M reactions from patents (1976-2016). Predict the reactants needed to synthesize the given product. (1) Given the product [Br:8][C:6]1[CH:7]=[C:2]([N:25]2[CH2:26][C@@H:20]3[C@H:24]2[CH2:23][N:22]([C:27]([O:29][CH2:30][C:31]2[CH:36]=[CH:35][CH:34]=[CH:33][CH:32]=2)=[O:28])[CH2:21]3)[CH:3]=[N:4][CH:5]=1, predict the reactants needed to synthesize it. The reactants are: Br[C:2]1[CH:3]=[N:4][CH:5]=[C:6]([Br:8])[CH:7]=1.S(C1C=CC(C)=CC=1)(O)(=O)=O.[C@@H:20]12[CH2:26][NH:25][C@@H:24]1[CH2:23][N:22]([C:27]([O:29][CH2:30][C:31]1[CH:36]=[CH:35][CH:34]=[CH:33][CH:32]=1)=[O:28])[CH2:21]2.CC(C)([O-])C.[Na+]. (2) Given the product [NH2:2][CH:3]([C:8]1[CH:13]=[CH:12][CH:11]=[CH:10][CH:9]=1)[C:4]([NH2:15])=[O:5], predict the reactants needed to synthesize it. The reactants are: Cl.[NH2:2][CH:3]([C:8]1[CH:13]=[CH:12][CH:11]=[CH:10][CH:9]=1)[C:4](OC)=[O:5].[OH-].[NH4+:15]. (3) Given the product [Cl:2][C:3]1[C:43]([C:44]([F:45])([F:46])[F:47])=[CH:42][CH:41]=[CH:40][C:4]=1[CH2:5][N:6]([CH2:26][CH:27]([C:28]1[CH:29]=[CH:30][CH:31]=[CH:32][CH:33]=1)[C:34]1[CH:39]=[CH:38][CH:37]=[CH:36][CH:35]=1)[CH2:7][CH2:8][CH2:9][O:10][C:11]1[CH:12]=[C:13]([CH2:17][C:18]([NH2:20])=[O:19])[CH:14]=[CH:15][CH:16]=1, predict the reactants needed to synthesize it. The reactants are: Cl.[Cl:2][C:3]1[C:43]([C:44]([F:47])([F:46])[F:45])=[CH:42][CH:41]=[CH:40][C:4]=1[CH2:5][N:6]([CH2:26][CH:27]([C:34]1[CH:39]=[CH:38][CH:37]=[CH:36][CH:35]=1)[C:28]1[CH:33]=[CH:32][CH:31]=[CH:30][CH:29]=1)[CH2:7][CH2:8][CH2:9][O:10][C:11]1[CH:12]=[C:13]([CH2:17][C:18]([N:20]2CCOCC2)=[O:19])[CH:14]=[CH:15][CH:16]=1.N.N1CCOCC1. (4) The reactants are: Cl[CH2:2][CH2:3][CH2:4][O:5][C:6]1[CH:11]=[CH:10][C:9]([C:12]2[S:13][C:14]3[CH2:19][CH:18]([C:20]([N:22]4[CH2:27][CH2:26][O:25][CH2:24][CH2:23]4)=[O:21])[CH2:17][C:15]=3[N:16]=2)=[CH:8][CH:7]=1.C(=O)([O-])[O-].[K+].[K+].[I-].[Na+].[CH3:36][CH:37]1[CH2:41][CH2:40][CH2:39][NH:38]1. Given the product [CH3:36][CH:37]1[CH2:41][CH2:40][CH2:39][N:38]1[CH2:2][CH2:3][CH2:4][O:5][C:6]1[CH:11]=[CH:10][C:9]([C:12]2[S:13][C:14]3[CH2:19][CH:18]([C:20]([N:22]4[CH2:27][CH2:26][O:25][CH2:24][CH2:23]4)=[O:21])[CH2:17][C:15]=3[N:16]=2)=[CH:8][CH:7]=1, predict the reactants needed to synthesize it. (5) Given the product [C:21]1(/[CH:20]=[CH:19]/[CH2:18][O:8][C:5]2[CH:6]=[CH:7][C:2]([F:1])=[CH:3][C:4]=2[N+:9]([O-:11])=[O:10])[CH:26]=[CH:25][CH:24]=[CH:23][CH:22]=1, predict the reactants needed to synthesize it. The reactants are: [F:1][C:2]1[CH:7]=[CH:6][C:5]([OH:8])=[C:4]([N+:9]([O-:11])=[O:10])[CH:3]=1.C([O-])([O-])=O.[K+].[K+].[CH2:18](Cl)/[CH:19]=[CH:20]/[C:21]1[CH:26]=[CH:25][CH:24]=[CH:23][CH:22]=1.